Regression. Given a peptide amino acid sequence and an MHC pseudo amino acid sequence, predict their binding affinity value. This is MHC class II binding data. From a dataset of Peptide-MHC class II binding affinity with 134,281 pairs from IEDB. The peptide sequence is ISDFRAAIANYHYDA. The MHC is DRB1_0101 with pseudo-sequence DRB1_0101. The binding affinity (normalized) is 0.802.